This data is from Reaction yield outcomes from USPTO patents with 853,638 reactions. The task is: Predict the reaction yield, written as a fraction of the theoretical maximum amount of product (1.0 means a 100% yield; for example, 0.34 means a 34% yield). (1) The reactants are [CH3:1][O:2][C:3]1[CH:16]=[C:15]([O:17][CH3:18])[CH:14]=[CH:13][C:4]=1[CH2:5][NH:6][C:7]1[CH:12]=[CH:11][N:10]=[CH:9][N:8]=1.F[C:20]1[CH:25]=[C:24]([F:26])[C:23]([CH3:27])=[CH:22][C:21]=1[S:28](Cl)(=[O:30])=[O:29].N12CCN(CC1)CC2. The catalyst is O1CCCC1. The product is [CH3:1][O:2][C:3]1[CH:16]=[C:15]([O:17][CH3:18])[CH:14]=[CH:13][C:4]=1[CH2:5][N:6]([C:7]1[CH:12]=[CH:11][N:10]=[CH:9][N:8]=1)[S:28]([C:21]1[CH:20]=[CH:25][C:24]([F:26])=[C:23]([CH3:27])[CH:22]=1)(=[O:29])=[O:30]. The yield is 0.500. (2) The reactants are [NH2:1][C:2]1[CH:3]=[C:4]([OH:12])[C:5](=[CH:10][CH:11]=1)[C:6]([O:8][CH3:9])=[O:7].[F:13][CH:14]([F:26])[O:15][C:16]1[CH:17]=[C:18]([S:22](Cl)(=[O:24])=[O:23])[CH:19]=[CH:20][CH:21]=1. No catalyst specified. The product is [F:26][CH:14]([F:13])[O:15][C:16]1[CH:17]=[C:18]([S:22]([NH:1][C:2]2[CH:11]=[CH:10][C:5]([C:6]([O:8][CH3:9])=[O:7])=[C:4]([OH:12])[CH:3]=2)(=[O:24])=[O:23])[CH:19]=[CH:20][CH:21]=1. The yield is 0.780. (3) The reactants are [NH2:1][C:2]1[C:7]([NH2:8])=[C:6]([Cl:9])[C:5]([Cl:10])=[CH:4][N:3]=1.[N:11]1([C:17]2[CH:25]=[CH:24][C:20]([C:21](O)=O)=[CH:19][CH:18]=2)[CH2:16][CH2:15][O:14][CH2:13][CH2:12]1. The catalyst is O=P(Cl)(Cl)Cl. The product is [Cl:10][C:5]1[C:6]([Cl:9])=[C:7]2[NH:8][C:21]([C:20]3[CH:19]=[CH:18][C:17]([N:11]4[CH2:16][CH2:15][O:14][CH2:13][CH2:12]4)=[CH:25][CH:24]=3)=[N:1][C:2]2=[N:3][CH:4]=1. The yield is 0.200. (4) The reactants are O.C(=[N:9][CH2:10][CH:11]1[CH2:16][CH2:15][N:14]([CH:17]([CH3:19])[CH3:18])[CH2:13][CH2:12]1)C1C=CC=CC=1.Cl. The catalyst is CO. The product is [CH:17]([N:14]1[CH2:15][CH2:16][CH:11]([CH2:10][NH2:9])[CH2:12][CH2:13]1)([CH3:19])[CH3:18]. The yield is 0.510. (5) The reactants are [F:1][C:2]([F:7])([F:6])[C:3]([OH:5])=[O:4].[CH2:8]([S:10]([N:13]1[CH2:18][CH2:17][CH:16]([C:19]2[C:27]3[C:22](=[C:23]([C:38]([NH2:40])=[O:39])[CH:24]=[C:25]([C:28]4[CH:33]=[C:32]([CH2:34][NH:35][CH3:36])[CH:31]=[C:30]([F:37])[CH:29]=4)[CH:26]=3)[NH:21][CH:20]=2)[CH2:15][CH2:14]1)(=[O:12])=[O:11])[CH3:9].[CH3:41]N. No catalyst specified. The product is [F:1][C:2]([F:7])([F:6])[C:3]([OH:5])=[O:4].[CH2:8]([S:10]([N:13]1[CH2:18][CH2:17][CH:16]([C:19]2[C:27]3[C:22](=[C:23]([C:38]([NH2:40])=[O:39])[CH:24]=[C:25]([C:28]4[CH:33]=[C:32]([CH2:34][N:35]5[CH2:3][CH2:2][CH2:41][CH2:36]5)[CH:31]=[C:30]([F:37])[CH:29]=4)[CH:26]=3)[NH:21][CH:20]=2)[CH2:15][CH2:14]1)(=[O:11])=[O:12])[CH3:9]. The yield is 0.410.